Dataset: Forward reaction prediction with 1.9M reactions from USPTO patents (1976-2016). Task: Predict the product of the given reaction. (1) The product is: [NH2:1][C:2]1[C:11]2[N:12]=[C:13]([CH2:43][O:44][CH2:45][CH3:46])[N:14]([CH2:15][CH2:16][CH2:17][N:18]([CH2:27][C:28]3[CH:29]=[C:30]([CH:40]=[CH:41][CH:42]=3)[O:31][C:32]([CH3:39])([CH3:38])[C:33]([OH:35])=[O:34])[C:19](=[O:26])[CH2:20][N:21]([CH2:24][CH3:25])[CH2:22][CH3:23])[C:10]=2[C:9]2[CH:8]=[CH:7][CH:6]=[CH:5][C:4]=2[N:3]=1. Given the reactants [NH2:1][C:2]1[C:11]2[N:12]=[C:13]([CH2:43][O:44][CH2:45][CH3:46])[N:14]([CH2:15][CH2:16][CH2:17][N:18]([CH2:27][C:28]3[CH:29]=[C:30]([CH:40]=[CH:41][CH:42]=3)[O:31][C:32]([CH3:39])([CH3:38])[C:33]([O:35]CC)=[O:34])[C:19](=[O:26])[CH2:20][N:21]([CH2:24][CH3:25])[CH2:22][CH3:23])[C:10]=2[C:9]2[CH:8]=[CH:7][CH:6]=[CH:5][C:4]=2[N:3]=1.Cl, predict the reaction product. (2) Given the reactants [Br:1][C:2]1[CH:14]=[CH:13][C:12]([C:15](=[O:17])[NH2:16])=[C:11]2[C:3]=1[C:4]1[CH:5]=[CH:6][C:7]([C:18]([O:20][CH2:21][CH3:22])=[O:19])=[CH:8][C:9]=1[NH:10]2.[F:23][B-](F)(F)F.F[B-](F)(F)F.ClC[N+]12CC[N+](F)(CC1)CC2, predict the reaction product. The product is: [Br:1][C:2]1[CH:14]=[CH:13][C:12]([C:15](=[O:17])[NH2:16])=[C:11]2[C:3]=1[C:4]1[CH:5]=[C:6]([F:23])[C:7]([C:18]([O:20][CH2:21][CH3:22])=[O:19])=[CH:8][C:9]=1[NH:10]2. (3) Given the reactants [OH:1][C:2]1[CH:3]=[CH:4][C:5]([C:8]([OH:10])=O)=[N:6][CH:7]=1.C(N(C(C)C)CC)(C)C.O.ON1C2C=CC=CC=2N=N1.CCN=C=NCCCN(C)C.[C:42]1([CH2:48][CH2:49][CH2:50][NH2:51])[CH:47]=[CH:46][CH:45]=[CH:44][CH:43]=1, predict the reaction product. The product is: [C:42]1([CH2:48][CH2:49][CH2:50][NH:51][C:8]([C:5]2[CH:4]=[CH:3][C:2]([OH:1])=[CH:7][N:6]=2)=[O:10])[CH:47]=[CH:46][CH:45]=[CH:44][CH:43]=1. (4) Given the reactants [C:1]1([CH:7]([C:11]2[CH:16]=[CH:15][CH:14]=[CH:13][CH:12]=2)[CH2:8][CH2:9][OH:10])[CH:6]=[CH:5][CH:4]=[CH:3][CH:2]=1.CC(OI1(OC(C)=O)(OC(C)=O)OC(=O)C2C=CC=CC1=2)=O.[OH-].[Na+], predict the reaction product. The product is: [C:11]1([CH:7]([C:1]2[CH:2]=[CH:3][CH:4]=[CH:5][CH:6]=2)[CH2:8][CH:9]=[O:10])[CH:12]=[CH:13][CH:14]=[CH:15][CH:16]=1. (5) Given the reactants [NH2:1][C:2]1[C:7]([N+:8]([O-])=O)=[CH:6][C:5]([C:11]2[CH:16]=[CH:15][C:14]([C:17]#[N:18])=[CH:13][CH:12]=2)=[C:4]([F:19])[CH:3]=1.[Cl-].[NH4+], predict the reaction product. The product is: [NH2:1][C:2]1[C:7]([NH2:8])=[CH:6][C:5]([C:11]2[CH:12]=[CH:13][C:14]([C:17]#[N:18])=[CH:15][CH:16]=2)=[C:4]([F:19])[CH:3]=1. (6) Given the reactants O=[C:2]([CH2:7][C:8](=[O:20])[C:9]1[CH:14]=[CH:13][C:12]([O:15][C:16]([F:19])([F:18])[F:17])=[CH:11][CH:10]=1)[C:3]([O:5][CH3:6])=[O:4].[NH2:21]O.Cl, predict the reaction product. The product is: [F:17][C:16]([F:19])([F:18])[O:15][C:12]1[CH:13]=[CH:14][C:9]([C:8]2[O:20][N:21]=[C:2]([C:3]([O:5][CH3:6])=[O:4])[CH:7]=2)=[CH:10][CH:11]=1.